This data is from Forward reaction prediction with 1.9M reactions from USPTO patents (1976-2016). The task is: Predict the product of the given reaction. (1) Given the reactants [Na+].[S:2]([C:6]1[CH:7]=[C:8]([C:15]([O-:17])=[O:16])[CH:9]=[C:10]([CH:14]=1)[C:11]([O-:13])=[O:12])([OH:5])(=[O:4])=[O:3].[Na+].[Na].[Cl-].[Ca+2:21].[Cl-], predict the reaction product. The product is: [Ca+2:21].[S:2]([C:6]1[CH:7]=[C:8]([C:15]([O-:17])=[O:16])[CH:9]=[C:10]([CH:14]=1)[C:11]([O-:13])=[O:12])([OH:5])(=[O:4])=[O:3]. (2) Given the reactants [Cl:1][C:2]1[CH:3]=[N+:4]([O-:34])[CH:5]=[C:6]([Cl:33])[C:7]=1[CH2:8][C@@H:9]([C:18]1[CH:23]=[CH:22][C:21]([O:24][CH:25]([F:27])[F:26])=[C:20]([O:28][CH2:29][CH:30]2[CH2:32][CH2:31]2)[CH:19]=1)[O:10][C:11]([C@H:13]1[NH:17][CH2:16][CH2:15][S:14]1)=[O:12].[CH:35]([C:37]1[CH:38]=[C:39]([CH:43]=[CH:44][CH:45]=1)[C:40](O)=[O:41])=[O:36].C(Cl)CCl, predict the reaction product. The product is: [Cl:1][C:2]1[CH:3]=[N+:4]([O-:34])[CH:5]=[C:6]([Cl:33])[C:7]=1[CH2:8][C@@H:9]([C:18]1[CH:23]=[CH:22][C:21]([O:24][CH:25]([F:27])[F:26])=[C:20]([O:28][CH2:29][CH:30]2[CH2:32][CH2:31]2)[CH:19]=1)[O:10][C:11]([C@H:13]1[N:17]([C:40](=[O:41])[C:39]2[CH:43]=[CH:44][CH:45]=[C:37]([CH:35]=[O:36])[CH:38]=2)[CH2:16][CH2:15][S:14]1)=[O:12].